Dataset: Full USPTO retrosynthesis dataset with 1.9M reactions from patents (1976-2016). Task: Predict the reactants needed to synthesize the given product. (1) The reactants are: [Cl:1][C:2]1[CH:3]=[CH:4][C:5]2[N:11]([CH2:12][C:13]([CH3:17])([CH3:16])[CH2:14][OH:15])[C:10](=[O:18])[C@@H:9]([CH2:19][C:20](O)=[O:21])[O:8][C@H:7]([C:23]3[CH:28]=[CH:27][CH:26]=[C:25]([O:29][CH3:30])[C:24]=3[O:31][CH3:32])[C:6]=2[CH:33]=1.Cl.[NH2:35][CH2:36][CH2:37][CH2:38][C:39]([O:41][CH3:42])=[O:40].P(C#N)(OCC)(OCC)=O.C(N(CC)CC)C. Given the product [Cl:1][C:2]1[CH:3]=[CH:4][C:5]2[N:11]([CH2:12][C:13]([CH3:17])([CH3:16])[CH2:14][OH:15])[C:10](=[O:18])[C@@H:9]([CH2:19][C:20]([NH:35][CH2:36][CH2:37][CH2:38][C:39]([O:41][CH3:42])=[O:40])=[O:21])[O:8][C@H:7]([C:23]3[CH:28]=[CH:27][CH:26]=[C:25]([O:29][CH3:30])[C:24]=3[O:31][CH3:32])[C:6]=2[CH:33]=1, predict the reactants needed to synthesize it. (2) The reactants are: [F:1][C:2]1[C:10]([O:11][CH3:12])=[CH:9][CH:8]=[CH:7][C:3]=1[CH:4]=[N:5]O.[ClH:13].C(O)C. Given the product [ClH:13].[F:1][C:2]1[C:10]([O:11][CH3:12])=[CH:9][CH:8]=[CH:7][C:3]=1[CH2:4][NH2:5], predict the reactants needed to synthesize it. (3) Given the product [CH:31]1([C:34]([NH:1][C:2]2[CH:3]=[C:4]([CH:28]=[CH:29][CH:30]=2)[C:5]([NH:7][C@H:8]2[CH2:13][CH2:12][C@@H:11]([NH:14][C:15]3[N:24]=[C:23]([N:25]([CH3:27])[CH3:26])[C:22]4[C:17](=[CH:18][CH:19]=[CH:20][CH:21]=4)[N:16]=3)[CH2:10][CH2:9]2)=[O:6])=[O:35])[CH2:33][CH2:32]1, predict the reactants needed to synthesize it. The reactants are: [NH2:1][C:2]1[CH:3]=[C:4]([CH:28]=[CH:29][CH:30]=1)[C:5]([NH:7][C@H:8]1[CH2:13][CH2:12][C@@H:11]([NH:14][C:15]2[N:24]=[C:23]([N:25]([CH3:27])[CH3:26])[C:22]3[C:17](=[CH:18][CH:19]=[CH:20][CH:21]=3)[N:16]=2)[CH2:10][CH2:9]1)=[O:6].[CH:31]1([C:34](Cl)=[O:35])[CH2:33][CH2:32]1. (4) Given the product [Cl:8][C:6]1[C:5]([CH2:9][O:10][CH:11]2[CH2:16][CH2:15][CH2:14][CH2:13][CH2:12]2)=[CH:4][C:3]([F:17])=[C:2]([CH:7]=1)[C:23]([O:25][C:26]([CH3:29])([CH3:28])[CH3:27])=[O:24], predict the reactants needed to synthesize it. The reactants are: Br[C:2]1[CH:7]=[C:6]([Cl:8])[C:5]([CH2:9][O:10][CH:11]2[CH2:16][CH2:15][CH2:14][CH2:13][CH2:12]2)=[CH:4][C:3]=1[F:17].C([Mg]Cl)(C)C.[C:23](O[C:23]([O:25][C:26]([CH3:29])([CH3:28])[CH3:27])=[O:24])([O:25][C:26]([CH3:29])([CH3:28])[CH3:27])=[O:24]. (5) Given the product [C:16]([NH:2][CH:3]([C:8](=[O:15])[CH2:9][CH2:10][CH2:11][CH2:12][O:13][CH3:14])[C:4]([O:6][CH3:7])=[O:5])(=[O:18])[CH3:17], predict the reactants needed to synthesize it. The reactants are: O[N:2]=[C:3]([C:8](=[O:15])[CH2:9][CH2:10][CH2:11][CH2:12][O:13][CH3:14])[C:4]([O:6][CH3:7])=[O:5].[C:16](OC(=O)C)(=[O:18])[CH3:17].